Dataset: Reaction yield outcomes from USPTO patents with 853,638 reactions. Task: Predict the reaction yield, written as a fraction of the theoretical maximum amount of product (1.0 means a 100% yield; for example, 0.34 means a 34% yield). (1) The reactants are [Cl:1][C:2]1[CH:22]=[CH:21][C:5]([C:6]([C:8]2[CH:20]=[CH:19][C:11]([O:12][C:13]([CH3:18])([CH3:17])[C:14](O)=[O:15])=[CH:10][CH:9]=2)=[O:7])=[CH:4][CH:3]=1.CCN=C=NCCCN(C)C.Cl.C1C=CC2N(O)N=NC=2C=1.[CH3:45][C:46]([NH2:67])([CH2:48][C@H:49]([C:61]1[CH:66]=[CH:65][CH:64]=[CH:63][CH:62]=1)[O:50][C:51]1[CH:56]=[CH:55][C:54]([C:57]([F:60])([F:59])[F:58])=[CH:53][CH:52]=1)[CH3:47].C(N(CC)CC)C. The catalyst is C(Cl)Cl. The product is [Cl:1][C:2]1[CH:3]=[CH:4][C:5]([C:6]([C:8]2[CH:9]=[CH:10][C:11]([O:12][C:13]([CH3:18])([CH3:17])[C:14]([NH:67][C:46]([CH3:47])([CH2:48][C@H:49]([C:61]3[CH:66]=[CH:65][CH:64]=[CH:63][CH:62]=3)[O:50][C:51]3[CH:56]=[CH:55][C:54]([C:57]([F:58])([F:59])[F:60])=[CH:53][CH:52]=3)[CH3:45])=[O:15])=[CH:19][CH:20]=2)=[O:7])=[CH:21][CH:22]=1. The yield is 0.750. (2) The reactants are [H-].[Na+].[O:3]=[C:4]1[CH2:12][C:11]2[C:6](=[CH:7][CH:8]=[C:9]([C:13]([O:15][CH3:16])=[O:14])[CH:10]=2)[NH:5]1.Cl[C:18]1[C:27]2[C:22](=[CH:23][C:24]([O:28][CH2:29][CH2:30][O:31][CH3:32])=[CH:25][CH:26]=2)[N:21]=[CH:20][N:19]=1. The catalyst is O1CCCC1.CN1CCCC1=O. The product is [OH:3][C:4]1[NH:5][C:6]2[C:11]([C:12]=1[C:18]1[C:27]3[C:22](=[CH:23][C:24]([O:28][CH2:29][CH2:30][O:31][CH3:32])=[CH:25][CH:26]=3)[N:21]=[CH:20][N:19]=1)=[CH:10][C:9]([C:13]([O:15][CH3:16])=[O:14])=[CH:8][CH:7]=2. The yield is 0.990. (3) The reactants are [OH:1][CH2:2][CH2:3][C:4]1[CH:9]=[CH:8][C:7]([OH:10])=[CH:6][CH:5]=1.[CH3:11][N:12]([C:16]1[CH:21]=[CH:20][CH:19]=[CH:18][CH:17]=1)[C:13](Cl)=[O:14]. The catalyst is C(Cl)Cl. The product is [OH:1][CH2:2][CH2:3][C:4]1[CH:9]=[CH:8][C:7]([O:10][C:13](=[O:14])[N:12]([CH3:11])[C:16]2[CH:21]=[CH:20][CH:19]=[CH:18][CH:17]=2)=[CH:6][CH:5]=1. The yield is 0.990. (4) The reactants are C([N:4]1[C:12]2[C:7](=[CH:8][C:9]([C:13](Cl)=[O:14])=[CH:10][CH:11]=2)[C:6]([C:16]2[CH:21]=[CH:20][C:19]([F:22])=[CH:18][CH:17]=2)=[N:5]1)(=O)C.[CH3:23][N:24]1[C:28]([CH2:29][CH2:30][NH2:31])=[CH:27][N:26]=[CH:25]1. No catalyst specified. The product is [F:22][C:19]1[CH:18]=[CH:17][C:16]([C:6]2[C:7]3[C:12](=[CH:11][CH:10]=[C:9]([C:13]([NH:31][CH2:30][CH2:29][C:28]4[N:24]([CH3:23])[CH:25]=[N:26][CH:27]=4)=[O:14])[CH:8]=3)[NH:4][N:5]=2)=[CH:21][CH:20]=1. The yield is 0.320. (5) The reactants are Br[C:2]1[CH:3]=[C:4]2[C:8](=[CH:9][CH:10]=1)[N:7]([CH:11]1[CH2:16][CH2:15][CH2:14][CH2:13][O:12]1)[N:6]=[C:5]2[C:17]1[N:22]=[C:21]([O:23][C@H:24]2[CH2:31][N:30]([C:32]([O:34][C:35]([CH3:38])([CH3:37])[CH3:36])=[O:33])[CH2:29][CH2:28][C:25]32[CH2:27][CH2:26]3)[CH:20]=[N:19][CH:18]=1.[C:39]([B-](F)(F)F)([CH3:41])=[CH2:40].[K+].CCN(CC)CC. The catalyst is CC(O)C.C1C=CC(P(C2C=CC=CC=2)[C-]2C=CC=C2)=CC=1.C1C=CC(P(C2C=CC=CC=2)[C-]2C=CC=C2)=CC=1.Cl[Pd]Cl.[Fe+2].C(Cl)Cl. The product is [CH2:40]=[C:39]([C:2]1[CH:3]=[C:4]2[C:8](=[CH:9][CH:10]=1)[N:7]([CH:11]1[CH2:16][CH2:15][CH2:14][CH2:13][O:12]1)[N:6]=[C:5]2[C:17]1[N:22]=[C:21]([O:23][C@H:24]2[CH2:31][N:30]([C:32]([O:34][C:35]([CH3:36])([CH3:38])[CH3:37])=[O:33])[CH2:29][CH2:28][C:25]32[CH2:26][CH2:27]3)[CH:20]=[N:19][CH:18]=1)[CH3:41]. The yield is 0.880.